This data is from Catalyst prediction with 721,799 reactions and 888 catalyst types from USPTO. The task is: Predict which catalyst facilitates the given reaction. (1) The catalyst class is: 20. Reactant: [C:1]([C:3]1[CH:8]=[CH:7][C:6]([S:9]([NH2:12])(=[O:11])=[O:10])=[C:5]([O:13][C:14]([F:17])([F:16])[F:15])[CH:4]=1)#[N:2].[NH2:18][OH:19]. Product: [OH:19][NH:18][C:1](=[NH:2])[C:3]1[CH:8]=[CH:7][C:6]([S:9](=[O:10])(=[O:11])[NH2:12])=[C:5]([O:13][C:14]([F:17])([F:15])[F:16])[CH:4]=1. (2) Reactant: [NH:1]1[CH2:6][CH2:5][O:4][CH:3]([C:7]([O:9][CH2:10][C:11]2[CH:16]=[CH:15][CH:14]=[CH:13][CH:12]=2)=[O:8])[CH2:2]1.CCN(C(C)C)C(C)C.[C:26](OC(=O)C)(=[O:28])[CH3:27]. Product: [C:26]([N:1]1[CH2:6][CH2:5][O:4][CH:3]([C:7]([O:9][CH2:10][C:11]2[CH:16]=[CH:15][CH:14]=[CH:13][CH:12]=2)=[O:8])[CH2:2]1)(=[O:28])[CH3:27]. The catalyst class is: 4.